Dataset: Catalyst prediction with 721,799 reactions and 888 catalyst types from USPTO. Task: Predict which catalyst facilitates the given reaction. (1) Reactant: [CH3:1][O:2][C:3]([CH:5]1[C@H:11]([CH3:12])[CH2:10][N:9](C(OC(C)(C)C)=O)[C:8]2[CH:20]=[CH:21][CH:22]=[CH:23][C:7]=2[CH2:6]1)=[O:4].FC(F)(F)C(O)=O.[OH-].[Na+]. Product: [CH3:1][O:2][C:3]([CH:5]1[C@H:11]([CH3:12])[CH2:10][NH:9][C:8]2[CH:20]=[CH:21][CH:22]=[CH:23][C:7]=2[CH2:6]1)=[O:4]. The catalyst class is: 34. (2) Reactant: [CH2:1]([N+:3]([CH3:11])([CH3:10])[CH2:4][CH2:5][CH2:6][C:7]([O-:9])=[O:8])[CH3:2].[C:12]([OH:19])(=[O:18])/[CH:13]=[CH:14]/[C:15]([OH:17])=[O:16]. Product: [C:15](/[CH:14]=[CH:13]/[C:12]([O-:19])=[O:18])([OH:17])=[O:16].[C:7]([CH2:6][CH2:5][CH2:4][N+:3]([CH2:1][CH3:2])([CH3:10])[CH3:11])([OH:9])=[O:8]. The catalyst class is: 8. (3) Reactant: [C:1]1([SH:7])[CH:6]=[CH:5][CH:4]=[CH:3][CH:2]=1.CC(C)([O-])C.[K+].Br[CH:15]1[CH2:20][CH2:19][N:18]([CH2:21][C:22]2[CH:23]=[CH:24][C:25]3[C:26]4[CH2:27][CH2:28][CH2:29][CH2:30][C:31]=4[C:32](=[O:36])[NH:33][C:34]=3[CH:35]=2)[CH2:17][CH2:16]1.C(=O)([O-])O.[Na+].C(Cl)(Cl)[Cl:43]. Product: [ClH:43].[C:1]1([S:7][CH:15]2[CH2:20][CH2:19][N:18]([CH2:21][C:22]3[CH:23]=[CH:24][C:25]4[C:26]5[CH2:27][CH2:28][CH2:29][CH2:30][C:31]=5[C:32](=[O:36])[NH:33][C:34]=4[CH:35]=3)[CH2:17][CH2:16]2)[CH:6]=[CH:5][CH:4]=[CH:3][CH:2]=1. The catalyst class is: 3. (4) Reactant: [S:1]1[C:5]2[CH:6]=[CH:7][CH:8]=[CH:9][C:4]=2[C:3]([CH:10]([CH:12]2[CH2:17][CH2:16][CH2:15][CH2:14][CH2:13]2)O)=[CH:2]1.S(Cl)([Cl:20])=O.C(=O)([O-])O.[Na+]. Product: [Cl:20][CH:10]([CH:12]1[CH2:17][CH2:16][CH2:15][CH2:14][CH2:13]1)[C:3]1[C:4]2[CH:9]=[CH:8][CH:7]=[CH:6][C:5]=2[S:1][CH:2]=1. The catalyst class is: 11. (5) Reactant: [CH2:1]([O:8][C:9]([CH2:11][N:12]1[C:21](=[O:22])[C:20]2[N:19]([CH2:23][C:24]#[C:25][CH3:26])[C:18]([N:27]3[CH2:32][CH2:31][CH2:30][C@@H:29]([NH:33]C(OC(C)(C)C)=O)[CH2:28]3)=[N:17][C:16]=2[N:15]([CH3:41])[C:13]1=[O:14])=[O:10])[C:2]1[CH:7]=[CH:6][CH:5]=[CH:4][CH:3]=1.FC(F)(F)C(O)=O.[OH-].[Na+]. Product: [CH2:1]([O:8][C:9]([CH2:11][N:12]1[C:21](=[O:22])[C:20]2[N:19]([CH2:23][C:24]#[C:25][CH3:26])[C:18]([N:27]3[CH2:32][CH2:31][CH2:30][C@@H:29]([NH2:33])[CH2:28]3)=[N:17][C:16]=2[N:15]([CH3:41])[C:13]1=[O:14])=[O:10])[C:2]1[CH:3]=[CH:4][CH:5]=[CH:6][CH:7]=1. The catalyst class is: 2. (6) Reactant: N(CCO)CCO.CCOCC.[C:13]([CH2:18][C:19]([OH:21])=[O:20])(=[O:17])[CH:14]([CH3:16])[CH3:15].[N+]([O-])([O-])=O.[Ag+:26]. Product: [C:13]([CH2:18][C:19]([O-:21])=[O:20])(=[O:17])[CH:14]([CH3:16])[CH3:15].[Ag+:26]. The catalyst class is: 6. (7) Reactant: [C:1]([C:3]1[CH:8]=[CH:7][C:6]([N:9]2[C@@H:13]3[CH2:14][CH2:15][CH2:16][CH2:17][C@H:12]3[N:11]([C:18]3[CH:27]=[CH:26][C:21]([C:22]([NH:24][CH3:25])=O)=[C:20]([F:28])[CH:19]=3)[C:10]2=[O:29])=[CH:5][C:4]=1[C:30]([F:33])([F:32])[F:31])#[N:2].COC1C=CC(P2(SP(C3C=CC(OC)=CC=3)(=S)S2)=[S:43])=CC=1. Product: [C:1]([C:3]1[CH:8]=[CH:7][C:6]([N:9]2[C@H:13]3[CH2:14][CH2:15][CH2:16][CH2:17][C@@H:12]3[N:11]([C:18]3[CH:27]=[CH:26][C:21]([C:22](=[S:43])[NH:24][CH3:25])=[C:20]([F:28])[CH:19]=3)[C:10]2=[O:29])=[CH:5][C:4]=1[C:30]([F:33])([F:32])[F:31])#[N:2]. The catalyst class is: 113.